From a dataset of Reaction yield outcomes from USPTO patents with 853,638 reactions. Predict the reaction yield, written as a fraction of the theoretical maximum amount of product (1.0 means a 100% yield; for example, 0.34 means a 34% yield). The reactants are [CH3:1][O:2][C:3]([C:5]1[O:6][C:7](=O)[C:8]2[C:13]([C:14]=1[C:15]1[CH:20]=[CH:19][CH:18]=[CH:17][CH:16]=1)=[CH:12][C:11]([Br:21])=[CH:10][CH:9]=2)=[O:4].[S:23]1[CH:27]=[C:26]([C:28]2[CH:35]=[CH:34][C:31]([CH2:32][NH2:33])=[CH:30][CH:29]=2)[N:25]=[N:24]1.C(N(CC)CC)C. The catalyst is CO. The product is [CH3:1][O:2][C:3]([C:5]1[N:33]([CH2:32][C:31]2[CH:30]=[CH:29][C:28]([C:26]3[N:25]=[N:24][S:23][CH:27]=3)=[CH:35][CH:34]=2)[C:7](=[O:6])[C:8]2[C:13]([C:14]=1[C:15]1[CH:20]=[CH:19][CH:18]=[CH:17][CH:16]=1)=[CH:12][C:11]([Br:21])=[CH:10][CH:9]=2)=[O:4]. The yield is 0.150.